This data is from Full USPTO retrosynthesis dataset with 1.9M reactions from patents (1976-2016). The task is: Predict the reactants needed to synthesize the given product. (1) Given the product [CH2:1]1[C:10]2[C:5](=[CH:6][CH:7]=[CH:8][CH:9]=2)[CH:4]([CH2:11][OH:12])[CH2:3][NH:2]1, predict the reactants needed to synthesize it. The reactants are: [CH:1]1[C:10]2[C:5](=[CH:6][CH:7]=[CH:8][CH:9]=2)[C:4]([CH2:11][OH:12])=[CH:3][N:2]=1.Cl. (2) Given the product [OH:6][C:4]1[C:3]([CH2:13][CH2:14][CH3:19])=[C:10]([OH:12])[N:25]=[CH:23][N:24]=1, predict the reactants needed to synthesize it. The reactants are: [CH2:13]([C:3]([CH2:13][CH3:14])([C:10]([O-:12])=[O:12])[C:4]([O:6][CH2:4][CH2:3][CH3:10])=[O:6])[CH3:14].CC[O-].[Na+].[C:19](O)(=O)C.[CH:23]([NH2:25])=[NH:24]. (3) Given the product [C:1]([CH2:3][C:4]1([N:20]2[CH:24]=[C:23]([C:35]3[C:36]([CH3:41])=[N:37][NH:38][C:39]=3[CH3:40])[CH:22]=[N:21]2)[CH2:7][N:6]([C:8]2[N:9]=[CH:10][C:11]([C:14]([NH:16][CH:17]([CH3:18])[CH3:19])=[O:15])=[N:12][CH:13]=2)[CH2:5]1)#[N:2], predict the reactants needed to synthesize it. The reactants are: [C:1]([CH2:3][C:4]1([N:20]2[CH:24]=[C:23](B3OC(C)(C)C(C)(C)O3)[CH:22]=[N:21]2)[CH2:7][N:6]([C:8]2[N:9]=[CH:10][C:11]([C:14]([NH:16][CH:17]([CH3:19])[CH3:18])=[O:15])=[N:12][CH:13]=2)[CH2:5]1)#[N:2].Br[C:35]1[C:36]([CH3:41])=[N:37][NH:38][C:39]=1[CH3:40].C(=O)([O-])[O-].[Cs+].[Cs+].O. (4) Given the product [C:1]([C:5]1[N:6]=[C:7]([N:22]([CH2:27][CH3:26])[CH2:23][CH3:24])[C:8]2[N:13]=[N:12][N:11]([CH2:14][C:15]3[CH:20]=[CH:19][CH:18]=[CH:17][C:16]=3[Cl:21])[C:9]=2[N:10]=1)([CH3:4])([CH3:2])[CH3:3], predict the reactants needed to synthesize it. The reactants are: [C:1]([C:5]1[N:6]=[C:7]([N:22]2[CH2:27][CH2:26]O[CH2:24][CH2:23]2)[C:8]2[N:13]=[N:12][N:11]([CH2:14][C:15]3[CH:20]=[CH:19][CH:18]=[CH:17][C:16]=3[Cl:21])[C:9]=2[N:10]=1)([CH3:4])([CH3:3])[CH3:2].C(C1N=C(Cl)C2N=NN(CC3C=CC=CC=3Cl)C=2N=1)(C)(C)C.C(NCC)C. (5) Given the product [CH3:19][O:18][C:16](=[O:17])[CH2:15][CH:14]([NH:20][C:21]([C@@H:23]1[CH2:28][CH2:27][CH2:26][N:25]([C:29](=[O:45])[CH2:30][CH2:31][CH:32]2[CH2:33][CH2:34][N:35]([C:38]([O:40][C:41]([CH3:42])([CH3:44])[CH3:43])=[O:39])[CH2:36][CH2:37]2)[CH2:24]1)=[O:22])[C:10]1[CH:11]=[N:12][CH:13]=[C:8]([C:3]2[CH:4]=[CH:5][CH:6]=[CH:7][C:2]=2[O:1][CH2:63][CH2:62][O:61][S:58]([C:55]2[CH:56]=[CH:57][C:52]([CH3:75])=[CH:53][CH:54]=2)(=[O:60])=[O:59])[CH:9]=1, predict the reactants needed to synthesize it. The reactants are: [OH:1][C:2]1[CH:7]=[CH:6][CH:5]=[CH:4][C:3]=1[C:8]1[CH:9]=[C:10]([CH:14]([NH:20][C:21]([C@@H:23]2[CH2:28][CH2:27][CH2:26][N:25]([C:29](=[O:45])[CH2:30][CH2:31][CH:32]3[CH2:37][CH2:36][N:35]([C:38]([O:40][C:41]([CH3:44])([CH3:43])[CH3:42])=[O:39])[CH2:34][CH2:33]3)[CH2:24]2)=[O:22])[CH2:15][C:16]([O:18][CH3:19])=[O:17])[CH:11]=[N:12][CH:13]=1.C(=O)([O-])[O-].[Cs+].[Cs+].[C:52]1([CH3:75])[CH:57]=[CH:56][C:55]([S:58]([O:61][CH2:62][CH2:63]OS(C2C=CC(C)=CC=2)(=O)=O)(=[O:60])=[O:59])=[CH:54][CH:53]=1. (6) Given the product [Cl:21][C:15]1[CH:16]=[C:17]([N:20]=[CH:8][C:7]2[CH:6]=[C:5]([O:10][CH3:11])[N:4]=[C:3]([CH3:12])[C:2]=2[OH:1])[CH:18]=[CH:19][C:14]=1[F:13], predict the reactants needed to synthesize it. The reactants are: [OH:1][C:2]1[C:3]([CH3:12])=[N:4][C:5]([O:10][CH3:11])=[CH:6][C:7]=1[CH:8]=O.[F:13][C:14]1[CH:19]=[CH:18][C:17]([NH2:20])=[CH:16][C:15]=1[Cl:21].